The task is: Predict the product of the given reaction.. This data is from Forward reaction prediction with 1.9M reactions from USPTO patents (1976-2016). Given the reactants [C:1]([N:6]1[C@H:11]([C:12]2[CH:17]=[CH:16][C:15]([Cl:18])=[CH:14][CH:13]=2)[CH2:10][CH2:9][CH2:8][C@@H:7]1[CH:19]=[CH:20][C:21](OC)=O)(=[O:5])CC=C.C(N(CC)CC)C, predict the reaction product. The product is: [Cl:18][C:15]1[CH:14]=[CH:13][C:12]([C@@H:11]2[CH2:10][CH2:9][CH2:8][C@H:7]3[N:6]2[C:1](=[O:5])[CH2:21][CH:20]=[CH:19]3)=[CH:17][CH:16]=1.